Dataset: Full USPTO retrosynthesis dataset with 1.9M reactions from patents (1976-2016). Task: Predict the reactants needed to synthesize the given product. (1) Given the product [CH3:7][O:8][C:9]([C@@H:11]([C:18]1[CH:19]=[CH:20][CH:21]=[CH:22][CH:23]=1)[C@H:12]1[NH:17][CH2:16][CH2:15][CH2:14][CH2:13]1)=[O:10].[ClH:1], predict the reactants needed to synthesize it. The reactants are: [ClH:1].CC(O)C.Cl.[CH3:7][O:8][C:9]([C@@H:11]([C:18]1[CH:23]=[CH:22][CH:21]=[CH:20][CH:19]=1)[C@@H:12]1[NH:17][CH2:16][CH2:15][CH2:14][CH2:13]1)=[O:10].C(OC(C)C)(=O)C. (2) Given the product [NH2:1][C:2]1[N:6]([CH2:7][CH2:8][CH2:9][N:10]([CH2:13][CH3:14])[CH2:11][CH3:12])[C:5]([S:15][C:31]2[C:39]([I:40])=[CH:38][C:34]3[O:35][CH2:36][O:37][C:33]=3[CH:32]=2)=[N:4][C:3]=1[C:16]([NH2:18])=[O:17], predict the reactants needed to synthesize it. The reactants are: [NH2:1][C:2]1[N:6]([CH2:7][CH2:8][CH2:9][N:10]([CH2:13][CH3:14])[CH2:11][CH3:12])[C:5]([SH:15])=[N:4][C:3]=1[C:16]([NH2:18])=[O:17].C(N(CC)CCCN=C=S)C.I[C:31]1[C:39]([I:40])=[CH:38][C:34]2[O:35][CH2:36][O:37][C:33]=2[CH:32]=1. (3) Given the product [Cl:1][C:2]1[CH:31]=[CH:30][C:5]([CH2:6][N:7]2[C:15]3[C:10](=[CH:11][C:12](/[CH:16]=[C:17]4/[C:18](=[O:29])[N:19]([C@H:23]5[C@@H:27]([F:28])[CH2:26][N:25]([CH:37]([CH3:39])[CH3:36])[CH2:24]5)[C:20](=[O:22])[S:21]/4)=[CH:13][CH:14]=3)[CH:9]=[N:8]2)=[C:4]([C:32]([F:34])([F:35])[F:33])[CH:3]=1, predict the reactants needed to synthesize it. The reactants are: [Cl:1][C:2]1[CH:31]=[CH:30][C:5]([CH2:6][N:7]2[C:15]3[C:10](=[CH:11][C:12](/[CH:16]=[C:17]4/[C:18](=[O:29])[N:19]([C@H:23]5[C@@H:27]([F:28])[CH2:26][NH:25][CH2:24]5)[C:20](=[O:22])[S:21]/4)=[CH:13][CH:14]=3)[CH:9]=[N:8]2)=[C:4]([C:32]([F:35])([F:34])[F:33])[CH:3]=1.[CH3:36][C:37]([CH3:39])=O. (4) The reactants are: [CH3:1][C:2]1[CH:7]=[C:6]([CH3:8])[NH:5][C:4](=[O:9])[C:3]=1[CH2:10][NH:11][C:12]([C:14]1[C:15]2[CH:35]=[N:34][N:33]([CH:36]([CH3:38])[CH3:37])[C:16]=2[N:17]=[C:18]([C:20]2[CH2:21][CH2:22][N:23]([C:26]([CH:28]3[CH2:31][N:30]([CH3:32])[CH2:29]3)=[O:27])[CH2:24][CH:25]=2)[CH:19]=1)=[O:13]. Given the product [CH3:1][C:2]1[CH:7]=[C:6]([CH3:8])[NH:5][C:4](=[O:9])[C:3]=1[CH2:10][NH:11][C:12]([C:14]1[C:15]2[CH:35]=[N:34][N:33]([CH:36]([CH3:38])[CH3:37])[C:16]=2[N:17]=[C:18]([CH:20]2[CH2:21][CH2:22][N:23]([C:26]([CH:28]3[CH2:29][N:30]([CH3:32])[CH2:31]3)=[O:27])[CH2:24][CH2:25]2)[CH:19]=1)=[O:13], predict the reactants needed to synthesize it.